This data is from Experimentally validated miRNA-target interactions with 360,000+ pairs, plus equal number of negative samples. The task is: Binary Classification. Given a miRNA mature sequence and a target amino acid sequence, predict their likelihood of interaction. (1) The miRNA is hsa-miR-4761-5p with sequence ACAAGGUGUGCAUGCCUGACC. The protein sequence of the target gene is MRLLSFVVLALFAVTQAEEGARLLASKSLLNRYAVEGRDLTLQYNIYNVGSSAALDVELSDDSFPPEDFGIVSGMLNVKWDRIAPASNVSHTVVLRPLKAGYFNFTSATITYLAQEDGPVVIGSTSAPGQGGILAQREFDRRFSPHFLDWAAFGVMTLPSIGIPLLLWYSSKRKYDTPKTKKN. Result: 0 (no interaction). (2) The miRNA is gga-miR-9-5p with sequence UCUUUGGUUAUCUAGCUGUAUGA. The protein sequence of the target gene is MPLKHYLLLLVGCQAWGAGLAYHGCPSECTCSRASQVECTGARIVAVPTPLPWNAMSLQILNTHITELNESPFLNISALIALRIEKNELSRITPGAFRNLGSLRYLSLANNKLQVLPIGLFQGLDSLESLLLSSNQLLQIQPAHFSQCSNLKELQLHGNHLEYIPDGAFDHLVGLTKLNLGKNSLTHISPRVFQHLGNLQVLRLYENRLTDIPMGTFDGLVNLQELALQQNQIGLLSPGLFHNNHNLQRLYLSNNHISQLPPSVFMQLPQLNRLTLFGNSLKELSPGIFGPMPNLRELWL.... Result: 0 (no interaction). (3) The miRNA is hsa-miR-26b-5p with sequence UUCAAGUAAUUCAGGAUAGGU. The protein sequence of the target gene is MLSLKLPQLLQVHQVPRVFWEDGIMSGYRRPTSSALDCVLSSFQMTNETVNIWTHFLPTWYFLWRLLALAGGPGFRAEPYHWPLLVFLLPACLYPFASCCAHTFSSMSPRMRHICYFLDYGALSLYSLGCAFPYAAYSMPASWLHGHLHQFFVPAAALNSFLCTGLSCYSRFLELESPGLSKVLRTGAFAYPFLFDNLPLFYRLGLCWGRGHGCGQEALSTSHGYHLFCALLTGFLFASHLPERLAPGRFDYIGHSHQLFHICAVLGTHFQLEAVLADMGSRRAWLATQEPALGLAGTVA.... Result: 1 (interaction). (4) The miRNA is mmu-miR-7053-3p with sequence CUCCUGUGUCUCCUUCCCCAG. The protein sequence of the target gene is MKTCWKIPVFFFVCSFLEPWASAAVKRRPRFPVNSNSNGGNELCPKIRIGQDDLPGFDLISQFQVDKAASRRAIQRVVGSATLQVAYKLGNNVDFRIPTRNLYPSGLPEEYSFLTTFRMTGSTLKKNWNIWQIQDSSGKEQVGIKINGQTQSVVFSYKGLDGSLQTAAFSNLSSLFDSQWHKIMIGVERSSATLFVDCNRIESLPIKPRGPIDIDGFAVLGKLADNPQVSVPFELQWMLIHCDPLRPRRETCHELPARITPSQTTDERGPPGEQGPPGPPGPPGVPGIDGIDGDRGPKGP.... Result: 0 (no interaction). (5) The miRNA is hsa-miR-4667-5p with sequence ACUGGGGAGCAGAAGGAGAACC. The protein sequence of the target gene is MLLILLSVALLAFSSAQDLDEDVSQEDVPLVISDGGDSEQFIDEERQGPPLGGQQSQPSAGDGNQDDGPQQGPPQQGGQQQQGPPPPQGKPQGPPQQGGHPPPPQGRPQGPPQQGGHPRPPRGRPQGPPQQGGHQQGPPPPPPGKPQGPPPQGGRPQGPPQGQSPQ. Result: 0 (no interaction).